Dataset: Catalyst prediction with 721,799 reactions and 888 catalyst types from USPTO. Task: Predict which catalyst facilitates the given reaction. (1) Reactant: ClC1C=CC=C(C(OO)=[O:9])C=1.[O:12]=[C:13]1[C:26]2[CH:25]=[CH:24][N:23]=[CH:22][C:21]=2[O:20][C:19]2[C:14]1=[CH:15][C:16]([C:27]([O:29][CH3:30])=[O:28])=[CH:17][CH:18]=2.S([O-])([O-])=O.[Na+].[Na+].C(=O)([O-])O.[Na+]. Product: [CH3:30][O:29][C:27]([C:16]1[CH:15]=[C:14]2[C:19](=[CH:18][CH:17]=1)[O:20][C:21]1[CH:22]=[N+:23]([O-:9])[CH:24]=[CH:25][C:26]=1[C:13]2=[O:12])=[O:28]. The catalyst class is: 22. (2) Reactant: [Br:1][C:2]1[CH:6]=[N:5][N:4]([CH3:7])[C:3]=1[C:8]1[CH:9]=[C:10]([NH:16][C:17]([NH:19][C:20]2[CH:25]=[CH:24][C:23]([Cl:26])=[CH:22][CH:21]=2)=[O:18])[CH:11]=[CH:12][C:13]=1[O:14]C.[Al+3].[Cl-].[Cl-].[Cl-].CCOC(C)=O.C(C(C(C([O-])=O)O)O)([O-])=O.[Na+].[K+]. Product: [Br:1][C:2]1[CH:6]=[N:5][N:4]([CH3:7])[C:3]=1[C:8]1[CH:9]=[C:10]([NH:16][C:17]([NH:19][C:20]2[CH:21]=[CH:22][C:23]([Cl:26])=[CH:24][CH:25]=2)=[O:18])[CH:11]=[CH:12][C:13]=1[OH:14]. The catalyst class is: 2. (3) Reactant: [C:1]1([CH2:7][C:8](Cl)=[O:9])[CH:6]=[CH:5][CH:4]=[CH:3][CH:2]=1.[CH2:11]=[N:12][CH2:13][C:14]([O:16][CH2:17][CH3:18])=[O:15].N12CCCN=C1CCCCC2.O1CCCC1. Product: [CH2:7]([C:8]1[O:9][CH:11]=[N:12][C:13]=1[C:14]([O:16][CH2:17][CH3:18])=[O:15])[C:1]1[CH:6]=[CH:5][CH:4]=[CH:3][CH:2]=1. The catalyst class is: 6. (4) Reactant: [C:1]1([CH3:26])[CH:6]=[CH:5][C:4]([N:7]2[C:11]([NH:12][C:13](=[O:21])OC3C=CC=CC=3)=[CH:10][C:9]([C:22]([F:25])([F:24])[F:23])=[N:8]2)=[CH:3][CH:2]=1.[CH3:27][O:28][C:29]1[CH:30]=[C:31]2[C:36](=[CH:37][C:38]=1[O:39][CH2:40][CH2:41][O:42][CH3:43])[N:35]=[CH:34][N:33]=[C:32]2[O:44][C:45]1[CH:46]=[C:47]([CH:49]=[CH:50][CH:51]=1)[NH2:48]. Product: [CH3:27][O:28][C:29]1[CH:30]=[C:31]2[C:36](=[CH:37][C:38]=1[O:39][CH2:40][CH2:41][O:42][CH3:43])[N:35]=[CH:34][N:33]=[C:32]2[O:44][C:45]1[CH:46]=[C:47]([NH:48][C:13]([NH:12][C:11]2[N:7]([C:4]3[CH:3]=[CH:2][C:1]([CH3:26])=[CH:6][CH:5]=3)[N:8]=[C:9]([C:22]([F:23])([F:25])[F:24])[CH:10]=2)=[O:21])[CH:49]=[CH:50][CH:51]=1. The catalyst class is: 630. (5) Reactant: [F:1][C:2]1[CH:9]=[C:8]([OH:10])[C:7]([N+:11]([O-:13])=[O:12])=[CH:6][C:3]=1[CH:4]=[O:5].[C:14]1([CH2:20]O)[CH:19]=[CH:18][CH:17]=[CH:16][CH:15]=1.C1(P(C2C=CC=CC=2)C2C=CC=CC=2)C=CC=CC=1.N(C(OC(C)C)=O)=NC(OC(C)C)=O. Product: [CH2:20]([O:10][C:8]1[C:7]([N+:11]([O-:13])=[O:12])=[CH:6][C:3]([CH:4]=[O:5])=[C:2]([F:1])[CH:9]=1)[C:14]1[CH:19]=[CH:18][CH:17]=[CH:16][CH:15]=1. The catalyst class is: 7. (6) Reactant: [Br:1][C:2]1[CH:15]=[CH:14][C:5]2[C:6]([CH3:13])=[C:7]([CH2:9][CH2:10][CH2:11]Br)[S:8][C:4]=2[CH:3]=1.[OH:16][C:17]1[CH:22]=[CH:21][C:20]([O:23][C:24]([CH3:31])([CH3:30])[C:25]([O:27][CH2:28][CH3:29])=[O:26])=[C:19]([CH3:32])[CH:18]=1.C(=O)([O-])[O-].[Cs+].[Cs+].O. Product: [Br:1][C:2]1[CH:15]=[CH:14][C:5]2[C:6]([CH3:13])=[C:7]([CH2:9][CH2:10][CH2:11][O:16][C:17]3[CH:22]=[CH:21][C:20]([O:23][C:24]([CH3:31])([CH3:30])[C:25]([O:27][CH2:28][CH3:29])=[O:26])=[C:19]([CH3:32])[CH:18]=3)[S:8][C:4]=2[CH:3]=1. The catalyst class is: 23. (7) Reactant: [H-].[Na+].[CH3:3][C:4]1[C:13]([CH3:14])=[C:12](O)[C:11]2[C:6](=[C:7]([F:20])[CH:8]=[C:9]([C:16]([CH3:19])([CH3:18])[CH3:17])[CH:10]=2)[N:5]=1.Cl[C:22]([O:24][CH2:25][CH3:26])=[O:23]. Product: [CH3:3][C:4]1[C:13]([CH3:14])=[C:12]([C:22]([O:24][CH2:25][CH3:26])=[O:23])[C:11]2[C:6](=[C:7]([F:20])[CH:8]=[C:9]([C:16]([CH3:19])([CH3:18])[CH3:17])[CH:10]=2)[N:5]=1. The catalyst class is: 7. (8) Reactant: [F:1][C:2]1[CH:16]=[C:15]2[C:5]([C:6]([OH:29])=[C:7]([C:18]([NH:20][CH2:21][C:22]([O:24]C(C)(C)C)=[O:23])=[O:19])[C:8](=[O:17])[C:9]32[CH2:14][CH2:13][O:12][CH2:11][CH2:10]3)=[CH:4][CH:3]=1.C(O)(C(F)(F)F)=O. Product: [F:1][C:2]1[CH:16]=[C:15]2[C:5]([C:6]([OH:29])=[C:7]([C:18]([NH:20][CH2:21][C:22]([OH:24])=[O:23])=[O:19])[C:8](=[O:17])[C:9]32[CH2:14][CH2:13][O:12][CH2:11][CH2:10]3)=[CH:4][CH:3]=1. The catalyst class is: 6.